Dataset: Experimentally validated miRNA-target interactions with 360,000+ pairs, plus equal number of negative samples. Task: Binary Classification. Given a miRNA mature sequence and a target amino acid sequence, predict their likelihood of interaction. (1) The miRNA is hsa-miR-3675-5p with sequence UAUGGGGCUUCUGUAGAGAUUUC. The protein sequence of the target gene is MEAGSVVRAIFDFCPSVSEELPLFVGDIIEVLAVVDEFWLLGKKEDVTGQFPSSFVEIVTIPSLKEGERLFVCICEFTSQELDNLPLHRGDLVILDGIPTAGWLQGRSCWGARGFFPSSCVRELCLSSQSRQWHSQSALFQIPEYSMGQARALMGLSAQLDEELDFREGDVITIIGVPEPGWFEGELEGRRGIFPEGFVELLGPLRTVDESVSSGNQDDCIVNGEVDTPVGEEEIGPDEDEEEPGTYGVALYRFQALEPNELDFEVGDKIRILATLEDGWLEGSLKGRTGIFPYRFVKLC.... Result: 1 (interaction). (2) The miRNA is hsa-miR-6776-3p with sequence CAACCACCACUGUCUCUCCCCAG. The protein sequence of the target gene is MESMPSFLKDTPAWEKTAPVNGIVGQEPGTSPQDGLRHGALCLGEPAPFWRGVLSTPDSWLPPGFLQGPKDTLSLVEGEGPRNGERKGSWLGGKEGLRWKEAMLAHPLAFCGPACPPRYGPLIPEHSGGHPKSDPVAFRPLHCPFLLETKILERAPFWVPTCLPPYLMSSLPPERPYDWPLAPNPWVYSGSQPKVPSAFGLGSKGFYHKDPNILRPAKEPLAESGMLGLAPGGHLQQACESEGPSLHQRDGETGAGRQQNLCPVFLGYPDTVPRAPWPSCPPGLVHSLGNIWAGPGSNSL.... Result: 0 (no interaction). (3) The miRNA is hsa-miR-527 with sequence CUGCAAAGGGAAGCCCUUUC. The protein sequence of the target gene is MEYAMKSLSLLYPKSLSRHVSVRTSVVTQQLLSEPSPKAPRARPCRVSTADRSVRKGIMAYSLEDLLLKVRDTLMLADKPFFLVLEEDGTTVETEEYFQALAGDTVFMVLQKGQKWQPPSEQGTRHPLSLSHKPAKKIDVARVTFDLYKLNPQDFIGCLNVKATFYDTYSLSYDLHCCGAKRIMKEAFRWALFSMQATGHVLLGTSCYLQQLLDATEEGQPPKGKASSLIPTCLKILQ. Result: 1 (interaction). (4) The miRNA is hsa-miR-877-3p with sequence UCCUCUUCUCCCUCCUCCCAG. The protein sequence of the target gene is MAMDEYLWMVILGFIIAFILAFSVGANDVANSFGTAVGSGVVTLRQACILASIFETTGSVLLGAKVGETIRKGIIDVNLYNETVETLMAGEVSAMVGSAVWQLIASFLRLPISGTHCIVGSTIGFSLVAIGTKGVQWMELVKIVASWFISPLLSGFMSGLLFVLIRIFILKKEDPVPNGLRALPVFYAATIAINVFSIMYTGAPVLGLVLPMWAIALISFGVALLFAFFVWLFVCPWMRRKITGKLQKEGALSRVSDESLSKVQEAESPVFKELPGAKANDDSTIPLTGAAGETLGTSEG.... Result: 1 (interaction). (5) The miRNA is hsa-let-7g-5p with sequence UGAGGUAGUAGUUUGUACAGUU. The protein sequence of the target gene is MTTAVERKYINIRKRLDQLGYRQTLTVECLPLVEKLFSDLVHTTESLRQSKLSAVKAEKESANFDFVLEPYKLENARLSRENNELYLELMKLREHSDQHVKELKTSLKKCARETADLKFLNNQYAHKLKLLEKESKAKNERIQQLQEKNLHAVVQTPGGKKRSIAFRRQRMQIDEPVPPSEVSSYPVPQPDDPYIADLLQVADNRIQELQQEVHQLQEKLAMMESGVRDYSKQIELREREIERLSVALDGGRSPDVLSLESRNKTNEKLIAHLNIQVDFLQQANKDLEKRIRELMETKET.... Result: 1 (interaction). (6) The miRNA is mmu-miR-486b-5p with sequence UCCUGUACUGAGCUGCCCCGAG. The protein sequence of the target gene is MRLLERARKEWFMVGIVVAIGAAKLEPSVGVNGGPLKPEITVSYIAVATIFFNSGLSLKTEELTSALVHLRLHLFIQIFTLAFFPAAIWLFLQLLSVTSINEWLLKGLQTVGCMPPPVSSAVILTKAVGGNEAAAIFNSAFGSFLGIVVTPVLLLLFLGSSSSVPFTSIFSQLFMTVVVPLVIGQIVRRYIKDWLERKKPPFGVVSSSVLLMIIYTTFCDTFSNPNIDLDKFSLILILFIIVSVQLSFMLLTFIFSTRNNSGFTPADTVAIIFCSTHKSLTLGIPMLKIVFAGHEHLSLI.... Result: 0 (no interaction). (7) The miRNA is hsa-miR-4701-5p with sequence UUGGCCACCACACCUACCCCUU. The protein sequence of the target gene is MAGPELLLDSNIRLWVVLPIVIITFFVGMIRHYVSILLQSDKKLTQEQVSDSQVLIRSRVLRENGKYIPKQSFLTRKYYFNNPEDGFFKKTKRKVVPPSPMTDPTMLTDMMKGNVTNVLPMILIGGWINMTFSGFVTTKVPFPLTLRFKPMLQQGIELLTLDASWVSSASWYFLNVFGLRSIYSLILGQDNAADQSRMMQEQMTGAAMAMPADTNKAFKTEWEALELTDHQWALDDVEEELMAKDLHFEGMFKKELQTSIF. Result: 1 (interaction).